From a dataset of Catalyst prediction with 721,799 reactions and 888 catalyst types from USPTO. Predict which catalyst facilitates the given reaction. (1) Reactant: C([O:3][C:4](=[O:28])[C:5](=[N:11][N:12]([C:18]([O:20][CH2:21][C:22]1[CH:27]=[CH:26][CH:25]=[CH:24][CH:23]=1)=[O:19])[CH2:13][CH2:14][CH:15]([CH3:17])[CH3:16])[C:6]1[S:7][CH:8]=[CH:9][CH:10]=1)C.[OH-].[Li+]. Product: [CH2:21]([O:20][C:18]([N:12]([CH2:13][CH2:14][CH:15]([CH3:17])[CH3:16])[N:11]=[C:5]([C:6]1[S:7][CH:8]=[CH:9][CH:10]=1)[C:4]([OH:28])=[O:3])=[O:19])[C:22]1[CH:27]=[CH:26][CH:25]=[CH:24][CH:23]=1. The catalyst class is: 670. (2) Reactant: [CH2:1]([NH:5][C:6](=[O:43])[C@H:7]([CH3:42])[CH2:8][C@H:9]([OH:41])[C@@H:10]([NH:33][C:34]([O:36][C:37]([CH3:40])([CH3:39])[CH3:38])=[O:35])[CH2:11][C@@H:12]([CH:30]([CH3:32])[CH3:31])[CH2:13][C:14]1[CH:19]=[CH:18][C:17]([O:20][CH3:21])=[C:16]([O:22]CC2C=CC=CC=2)[CH:15]=1)[CH2:2][CH2:3][CH3:4]. Product: [CH2:1]([NH:5][C:6](=[O:43])[C@H:7]([CH3:42])[CH2:8][C@H:9]([OH:41])[C@@H:10]([NH:33][C:34]([O:36][C:37]([CH3:38])([CH3:40])[CH3:39])=[O:35])[CH2:11][C@@H:12]([CH:30]([CH3:31])[CH3:32])[CH2:13][C:14]1[CH:19]=[CH:18][C:17]([O:20][CH3:21])=[C:16]([OH:22])[CH:15]=1)[CH2:2][CH2:3][CH3:4]. The catalyst class is: 19.